This data is from Full USPTO retrosynthesis dataset with 1.9M reactions from patents (1976-2016). The task is: Predict the reactants needed to synthesize the given product. (1) Given the product [NH:1]([Cl:70])[C@H:2]([C:20]([N:22]1[CH2:61][CH2:60][CH2:59][C@H:23]1[C:24]([NH:26][C@H:27]([C:29]([NH:31][C@H:32]([C:49]([O:51][CH2:52][C:53]1[CH:58]=[CH:57][CH:56]=[CH:55][CH:54]=1)=[O:50])[CH2:33][CH2:34][CH2:35][CH2:36][NH:37][C:38]([O:40][CH2:41][C:42]1[CH:48]=[CH:47][CH:46]=[CH:45][C:43]=1[Cl:44])=[O:39])=[O:30])[CH3:28])=[O:25])=[O:21])[CH2:3][CH2:4][CH2:5][NH:6][C:7](=[NH:19])[NH:8][S:9]([C:12]1[CH:18]=[CH:17][C:15]([CH3:16])=[CH:14][CH:13]=1)(=[O:11])=[O:10], predict the reactants needed to synthesize it. The reactants are: [NH:1](C(OC(C)(C)C)=O)[C@H:2]([C:20]([N:22]1[CH2:61][CH2:60][CH2:59][C@H:23]1[C:24]([NH:26][C@H:27]([C:29]([NH:31][C@H:32]([C:49]([O:51][CH2:52][C:53]1[CH:58]=[CH:57][CH:56]=[CH:55][CH:54]=1)=[O:50])[CH2:33][CH2:34][CH2:35][CH2:36][NH:37][C:38]([O:40][CH2:41][C:42]1[CH:48]=[CH:47][CH:46]=[CH:45][C:43]=1[Cl:44])=[O:39])=[O:30])[CH3:28])=[O:25])=[O:21])[CH2:3][CH2:4][CH2:5][NH:6][C:7](=[NH:19])[NH:8][S:9]([C:12]1[CH:18]=[CH:17][C:15]([CH3:16])=[CH:14][CH:13]=1)(=[O:11])=[O:10].C(Cl)(Cl)[Cl:70].CO. (2) The reactants are: [Br:1][C:2]1[CH:9]=[CH:8][C:5]([CH2:6]Br)=[CH:4][CH:3]=1.C(O)(=O)C(O)=O.[N:16]1[CH:21]=[CH:20][CH:19]=[C:18]([CH:22]2[O:27][CH2:26][CH2:25][NH:24][CH2:23]2)[CH:17]=1.C(=O)([O-])[O-].[K+].[K+]. Given the product [Br:1][C:2]1[CH:9]=[CH:8][C:5]([CH2:6][N:24]2[CH2:25][CH2:26][O:27][CH:22]([C:18]3[CH:17]=[N:16][CH:21]=[CH:20][CH:19]=3)[CH2:23]2)=[CH:4][CH:3]=1, predict the reactants needed to synthesize it. (3) Given the product [O:1]1[CH:5]=[CH:4][CH:3]=[C:2]1[C:6]1[CH:35]=[CH:34][C:9]([C:10]([N:12]([CH2:16][C:17]2[CH:33]=[CH:32][CH:31]=[CH:30][C:18]=2[O:19][CH2:20][CH2:21][CH2:22][CH2:23][CH2:24][C:25]([OH:27])=[O:26])[CH:13]([CH3:15])[CH3:14])=[O:11])=[CH:8][N:7]=1, predict the reactants needed to synthesize it. The reactants are: [O:1]1[CH:5]=[CH:4][CH:3]=[C:2]1[C:6]1[CH:35]=[CH:34][C:9]([C:10]([N:12]([CH2:16][C:17]2[CH:33]=[CH:32][CH:31]=[CH:30][C:18]=2[O:19][CH2:20][CH2:21][CH2:22][CH2:23][CH2:24][C:25]([O:27]CC)=[O:26])[CH:13]([CH3:15])[CH3:14])=[O:11])=[CH:8][N:7]=1.O.[OH-].[Li+]. (4) Given the product [Cl:46][C:47]1[CH:52]=[CH:51][C:50]([NH:53][C:6](=[O:31])[NH:7][C:8]([CH3:10])([CH3:9])[C:11]([NH:12][C:13]2[CH:18]=[CH:17][C:16]([C:19]3[CH:24]=[CH:23][CH:22]=[CH:21][C:20]=3[S:25]([CH3:28])(=[O:26])=[O:27])=[CH:15][C:14]=2[F:29])=[O:30])=[CH:49][CH:48]=1, predict the reactants needed to synthesize it. The reactants are: C(O[C:6](=[O:31])[NH:7][C:8]([C:11](=[O:30])[NH:12][C:13]1[CH:18]=[CH:17][C:16]([C:19]2[CH:24]=[CH:23][CH:22]=[CH:21][C:20]=2[S:25]([CH3:28])(=[O:27])=[O:26])=[CH:15][C:14]=1[F:29])([CH3:10])[CH3:9])(C)(C)C.C(O)(C(F)(F)F)=O.C(N(CC)CC)C.[Cl:46][C:47]1[CH:52]=[CH:51][C:50]([N:53]=C=O)=[CH:49][CH:48]=1. (5) Given the product [Cl:1][C:2]1[CH:27]=[CH:26][C:5]([O:6][CH2:7][C:8]([N:10]2[CH2:15][C@H:14]([CH3:16])[N:13]([CH2:17][C:18]3[CH:23]=[CH:22][C:21]([F:24])=[CH:20][CH:19]=3)[CH2:12][C@H:11]2[CH3:25])=[O:9])=[C:4]([CH:3]=1)[O:28][CH2:36][C:37]#[N:38], predict the reactants needed to synthesize it. The reactants are: [Cl:1][C:2]1[CH:27]=[CH:26][C:5]([O:6][CH2:7][C:8]([N:10]2[CH2:15][C@H:14]([CH3:16])[N:13]([CH2:17][C:18]3[CH:23]=[CH:22][C:21]([F:24])=[CH:20][CH:19]=3)[CH2:12][C@H:11]2[CH3:25])=[O:9])=[C:4]([OH:28])[CH:3]=1.C(=O)([O-])[O-].[Cs+].[Cs+].Br[CH2:36][C:37]#[N:38]. (6) The reactants are: [F:1][C:2]([F:7])([F:6])[C:3]([OH:5])=[O:4].[CH2:8]([O:15][C:16](=[O:32])[CH2:17][C@@H:18]([NH2:31])[C:19]([NH:21][C@H:22]([C:27](=[O:30])[NH:28][CH3:29])[C:23]([CH3:26])([CH3:25])[CH3:24])=[O:20])[C:9]1C=CC=C[CH:10]=1.C(OC(=O)C[C@@H](NC(OC(C)(C)C)=O)C(N[C@H](C(=O)NC)C(C)(C)C)=O)C=C. Given the product [C:3]([OH:5])([C:2]([F:7])([F:6])[F:1])=[O:4].[F:1][C:2]([F:7])([F:6])[C:3]([OH:5])=[O:4].[CH2:8]([O:15][C:16](=[O:32])[CH2:17][C@@H:18]([NH2:31])[C:19]([NH:21][C@H:22]([C:27](=[O:30])[NH:28][CH3:29])[C:23]([CH3:24])([CH3:25])[CH3:26])=[O:20])[CH:9]=[CH2:10], predict the reactants needed to synthesize it. (7) Given the product [CH2:13]([N:17]1[C:21]([CH2:22][C:1]#[N:3])=[C:20]([C:24]2[CH:29]=[CH:28][CH:27]=[CH:26][CH:25]=2)[N:19]=[C:18]1[C:30]1[CH:35]=[CH:34][CH:33]=[CH:32][CH:31]=1)[CH2:14][CH2:15][CH3:16], predict the reactants needed to synthesize it. The reactants are: [CH2:1]([N:3](CC)CC)C.CS(Cl)(=O)=O.[CH2:13]([N:17]1[C:21]([CH2:22]O)=[C:20]([C:24]2[CH:29]=[CH:28][CH:27]=[CH:26][CH:25]=2)[N:19]=[C:18]1[C:30]1[CH:35]=[CH:34][CH:33]=[CH:32][CH:31]=1)[CH2:14][CH2:15][CH3:16]. (8) The reactants are: [CH3:1][O:2][C:3]1[CH:4]=[C:5]([C:19]2[CH:20]=[C:21]3[C:27]([C:28]4[CH:29]=[CH:30][C:31]([OH:34])=[N:32][CH:33]=4)=[CH:26][NH:25][C:22]3=[N:23][CH:24]=2)[CH:6]=[CH:7][C:8]=1[O:9]CC1C=CC(OC)=CC=1.C1(S)C=CC=CC=1.C(O)(C(F)(F)F)=O. Given the product [OH:9][C:8]1[CH:7]=[CH:6][C:5]([C:19]2[CH:20]=[C:21]3[C:27]([C:28]4[CH:29]=[CH:30][C:31]([OH:34])=[N:32][CH:33]=4)=[CH:26][NH:25][C:22]3=[N:23][CH:24]=2)=[CH:4][C:3]=1[O:2][CH3:1], predict the reactants needed to synthesize it. (9) The reactants are: C[O:2][C:3]1[CH:16]=[C:15]2[C:6]([C:7]3([CH3:19])[C:12]([CH2:13][CH2:14]2)=[C:11]([CH3:17])[C:10](=[O:18])[CH2:9][CH2:8]3)=[CH:5][CH:4]=1.B(Br)(Br)Br. Given the product [OH:2][C:3]1[CH:16]=[C:15]2[C:6]([C:7]3([CH3:19])[C:12]([CH2:13][CH2:14]2)=[C:11]([CH3:17])[C:10](=[O:18])[CH2:9][CH2:8]3)=[CH:5][CH:4]=1, predict the reactants needed to synthesize it. (10) Given the product [NH2:1][C:2]1[C:11]2[CH:10]=[CH:9][CH:8]=[C:7]([C:28]3[C:23]([O:22][CH3:21])=[N:24][C:25]([O:32][CH3:33])=[CH:26][CH:27]=3)[C:6]=2[N:5]=[C:4]2[CH2:13][N:14]([CH:17]3[CH2:20][CH2:19][CH2:18]3)[C:15](=[O:16])[C:3]=12, predict the reactants needed to synthesize it. The reactants are: [NH2:1][C:2]1[C:11]2[CH:10]=[CH:9][CH:8]=[C:7](Br)[C:6]=2[N:5]=[C:4]2[CH2:13][N:14]([CH:17]3[CH2:20][CH2:19][CH2:18]3)[C:15](=[O:16])[C:3]=12.[CH3:21][O:22][C:23]1[C:28](B(O)O)=[CH:27][CH:26]=[C:25]([O:32][CH3:33])[N:24]=1.